This data is from Catalyst prediction with 721,799 reactions and 888 catalyst types from USPTO. The task is: Predict which catalyst facilitates the given reaction. (1) Reactant: C1C2C(COC([NH:18][C@H:19]([C@H:32]([C:34]3[C:42]4[C:37](=[CH:38][CH:39]=[CH:40][CH:41]=4)[NH:36][CH:35]=3)[CH3:33])[C:20]([O:22][CH2:23][C:24]3[CH:29]=[CH:28][C:27]([O:30][CH3:31])=[CH:26][CH:25]=3)=[O:21])=O)C3C(=CC=CC=3)C=2C=CC=1.N1CCCCC1.CN(C=O)C. Product: [NH2:18][C@H:19]([C@H:32]([C:34]1[C:42]2[C:37](=[CH:38][CH:39]=[CH:40][CH:41]=2)[NH:36][CH:35]=1)[CH3:33])[C:20]([O:22][CH2:23][C:24]1[CH:29]=[CH:28][C:27]([O:30][CH3:31])=[CH:26][CH:25]=1)=[O:21]. The catalyst class is: 13. (2) Reactant: [Cl:1][C:2]1[CH:3]=[C:4]([NH:9][C:10]2[C:19]3[C:14](=[CH:15][C:16]([O:28][CH2:29][CH3:30])=[C:17]([NH:20][C:21](=[O:27])/[CH:22]=[CH:23]/[CH2:24][NH:25][CH3:26])[CH:18]=3)[N:13]=[CH:12][C:11]=2[C:31]#[N:32])[CH:5]=[CH:6][C:7]=1[F:8].[F:33][C:34]1[CH:41]=[CH:40][C:37]([CH:38]=O)=[CH:36][CH:35]=1.C(O)(=O)C.[BH-](OC(C)=O)(OC(C)=O)OC(C)=O.[Na+]. Product: [Cl:1][C:2]1[CH:3]=[C:4]([NH:9][C:10]2[C:19]3[C:14](=[CH:15][C:16]([O:28][CH2:29][CH3:30])=[C:17]([NH:20][C:21](=[O:27])/[CH:22]=[CH:23]/[CH2:24][NH:25][CH2:26][CH2:38][C:37]4[CH:40]=[CH:41][C:34]([F:33])=[CH:35][CH:36]=4)[CH:18]=3)[N:13]=[CH:12][C:11]=2[C:31]#[N:32])[CH:5]=[CH:6][C:7]=1[F:8]. The catalyst class is: 68. (3) Reactant: [CH:1]1([C:4]2[CH:5]=[CH:6][CH:7]=[C:8]3[C:13]=2[N:12]=[C:11]([C:14]([N:16]2[CH2:21][CH2:20][C:19]4([CH2:30][C:29](=[O:31])[C:28]5[C:23](=[CH:24][CH:25]=[C:26]([C:32]6[CH:33]=[N:34][CH:35]=[C:36]([CH:40]=6)[C:37]([OH:39])=[O:38])[CH:27]=5)[O:22]4)[CH2:18][CH2:17]2)=[O:15])[CH:10]=[C:9]3[O:41][CH3:42])[CH2:3][CH2:2]1.[OH-].[Na+:44]. Product: [CH:1]1([C:4]2[CH:5]=[CH:6][CH:7]=[C:8]3[C:13]=2[N:12]=[C:11]([C:14]([N:16]2[CH2:21][CH2:20][C:19]4([CH2:30][C:29](=[O:31])[C:28]5[C:23](=[CH:24][CH:25]=[C:26]([C:32]6[CH:33]=[N:34][CH:35]=[C:36]([CH:40]=6)[C:37]([O-:39])=[O:38])[CH:27]=5)[O:22]4)[CH2:18][CH2:17]2)=[O:15])[CH:10]=[C:9]3[O:41][CH3:42])[CH2:3][CH2:2]1.[Na+:44]. The catalyst class is: 6. (4) Reactant: C[O:2][C:3](=[O:20])[C:4]1[CH:16]=[CH:15][C:7]([C:8]([NH:10][CH2:11][CH:12]([CH3:14])[CH3:13])=[O:9])=[C:6]([N+:17]([O-:19])=[O:18])[CH:5]=1.[OH-].[Na+].Cl. Product: [CH2:11]([NH:10][C:8](=[O:9])[C:7]1[CH:15]=[CH:16][C:4]([C:3]([OH:20])=[O:2])=[CH:5][C:6]=1[N+:17]([O-:19])=[O:18])[CH:12]([CH3:14])[CH3:13]. The catalyst class is: 5. (5) Reactant: C1(P(=[CH:20][C:21]([O:23][CH3:24])=[O:22])(C2C=CC=CC=2)C2C=CC=CC=2)C=CC=CC=1.[Br:25][C:26]1[S:30][C:29]([CH:31]=O)=[CH:28][CH:27]=1.O. Product: [Br:25][C:26]1[S:30][C:29]([CH:31]=[CH:20][C:21]([O:23][CH3:24])=[O:22])=[CH:28][CH:27]=1. The catalyst class is: 11.